Dataset: Forward reaction prediction with 1.9M reactions from USPTO patents (1976-2016). Task: Predict the product of the given reaction. The product is: [S:47]=[C:2]1[NH:6][C:5]2[CH:7]=[CH:8][CH:9]=[CH:10][C:4]=2[N:3]1[CH:11]1[CH2:16][CH2:15][N:14]([C:17]([O:19][CH2:20][C@@H:21]([N:23]([CH2:31][C:32]2[CH:37]=[CH:36][CH:35]=[CH:34][CH:33]=2)[CH2:24][C:25]2[CH:30]=[CH:29][CH:28]=[CH:27][CH:26]=2)[CH3:22])=[O:18])[CH2:13][CH2:12]1. Given the reactants O=[C:2]1[NH:6][C:5]2[CH:7]=[CH:8][CH:9]=[CH:10][C:4]=2[N:3]1[CH:11]1[CH2:16][CH2:15][N:14]([C:17]([O:19][CH2:20][C@@H:21]([N:23]([CH2:31][C:32]2[CH:37]=[CH:36][CH:35]=[CH:34][CH:33]=2)[CH2:24][C:25]2[CH:30]=[CH:29][CH:28]=[CH:27][CH:26]=2)[CH3:22])=[O:18])[CH2:13][CH2:12]1.COC1C=CC(P2(SP(C3C=CC(OC)=CC=3)(=S)S2)=[S:47])=CC=1, predict the reaction product.